This data is from Full USPTO retrosynthesis dataset with 1.9M reactions from patents (1976-2016). The task is: Predict the reactants needed to synthesize the given product. (1) Given the product [Cl:1][C:2]1[CH:7]=[CH:6][C:5]([C:8]2([OH:41])[CH2:13][CH2:12][N:11]([CH2:14][CH2:15][CH:16]=[C:17]3[C:23]4[CH:24]=[CH:25][CH:26]=[N:27][C:22]=4[CH2:21][O:20][C:19]4[CH:28]=[CH:29][C:30]([O:32][C:33]([CH3:38])([CH3:37])[C:34]([NH2:44])=[O:35])=[CH:31][C:18]3=4)[CH2:10][C:9]2([CH3:39])[CH3:40])=[CH:4][CH:3]=1, predict the reactants needed to synthesize it. The reactants are: [Cl:1][C:2]1[CH:7]=[CH:6][C:5]([C:8]2([OH:41])[CH2:13][CH2:12][N:11]([CH2:14][CH2:15][CH:16]=[C:17]3[C:23]4[CH:24]=[CH:25][CH:26]=[N:27][C:22]=4[CH2:21][O:20][C:19]4[CH:28]=[CH:29][C:30]([O:32][C:33]([CH3:38])([CH3:37])[C:34](O)=[O:35])=[CH:31][C:18]3=4)[CH2:10][C:9]2([CH3:40])[CH3:39])=[CH:4][CH:3]=1.Cl.C[N:44](C)CCCN=C=NCC.ON1C2C=CC=CC=2N=N1.[OH-].[NH4+]. (2) Given the product [CH3:1][S:2][CH2:3][CH2:4][O:14][C:10]1[N:11]=[CH:12][C:7]([NH2:6])=[N:8][CH:9]=1, predict the reactants needed to synthesize it. The reactants are: [CH3:1][S:2][CH:3](O)[CH3:4].[NH2:6][C:7]1[CH:12]=[N:11][C:10](Br)=[CH:9][N:8]=1.[OH2:14].O.N. (3) Given the product [CH3:8][N:6]1[CH:7]=[C:2]([C:49]2[CH:48]=[CH:47][N:46]=[C:45]([NH:44][CH:42]([C:36]3[CH:41]=[CH:40][CH:39]=[CH:38][CH:37]=3)[CH3:43])[CH:50]=2)[C:3]2[O:12][C:11]([CH2:13][N:14]3[CH2:19][CH2:18][N:17]([S:20]([CH3:23])(=[O:22])=[O:21])[CH2:16][CH2:15]3)=[CH:10][C:4]=2[C:5]1=[O:9], predict the reactants needed to synthesize it. The reactants are: Br[C:2]1[C:3]2[O:12][C:11]([CH2:13][N:14]3[CH2:19][CH2:18][N:17]([S:20]([CH3:23])(=[O:22])=[O:21])[CH2:16][CH2:15]3)=[CH:10][C:4]=2[C:5](=[O:9])[N:6]([CH3:8])[CH:7]=1.IC1C(=O)N(C)C=C(I)C=1OC.[C:36]1([CH:42]([NH:44][C:45]2[CH:50]=[C:49](B3OC(C)(C)C(C)(C)O3)[CH:48]=[CH:47][N:46]=2)[CH3:43])[CH:41]=[CH:40][CH:39]=[CH:38][CH:37]=1.C(=O)([O-])[O-].[K+].[K+]. (4) Given the product [CH3:24][S:25]([O:20][C:14]1[CH:13]=[C:10]([C:11]#[N:12])[C:9]([Br:8])=[C:16]([C:17]#[N:18])[C:15]=1[O:19][S:25]([CH3:24])(=[O:27])=[O:26])(=[O:27])=[O:26], predict the reactants needed to synthesize it. The reactants are: C(N(CC)CC)C.[Br:8][C:9]1[C:16]([C:17]#[N:18])=[C:15]([OH:19])[C:14]([OH:20])=[CH:13][C:10]=1[C:11]#[N:12].C(Cl)Cl.[CH3:24][S:25](Cl)(=[O:27])=[O:26]. (5) Given the product [Br:1][C:2]1[CH:9]=[CH:8][C:5]([CH2:6][O:7][C:11]2[CH:16]=[CH:15][CH:14]=[CH:13][N:12]=2)=[CH:4][CH:3]=1, predict the reactants needed to synthesize it. The reactants are: [Br:1][C:2]1[CH:9]=[CH:8][C:5]([CH2:6][OH:7])=[CH:4][CH:3]=1.F[C:11]1[CH:16]=[CH:15][CH:14]=[CH:13][N:12]=1.CC(C)([O-])C.[K+].C(=O)(O)[O-].[Na+].